Task: Predict the product of the given reaction.. Dataset: Forward reaction prediction with 1.9M reactions from USPTO patents (1976-2016) (1) Given the reactants Cl.[Br:2][C:3]1[CH:8]=[CH:7][C:6]([N:9]2[CH2:14][CH2:13][NH:12][CH2:11][CH2:10]2)=[CH:5][CH:4]=1.C(N(CC)CC)C.[CH3:22][S:23](Cl)(=[O:25])=[O:24], predict the reaction product. The product is: [Br:2][C:3]1[CH:4]=[CH:5][C:6]([N:9]2[CH2:14][CH2:13][N:12]([S:23]([CH3:22])(=[O:25])=[O:24])[CH2:11][CH2:10]2)=[CH:7][CH:8]=1. (2) Given the reactants [CH3:1][C:2]1[CH:6]=[C:5]([NH:7][C:8]2[CH:13]=[C:12](Cl)[N:11]=[C:10]([S:15][C:16]3[CH:21]=[CH:20][C:19]([NH:22][C:23]([CH:25]4[CH2:27][CH2:26]4)=[O:24])=[CH:18][C:17]=3[F:28])[N:9]=2)[NH:4][N:3]=1.Cl.C[CH2:31][N:32](C(C)C)[CH:33](C)C.[CH2:39]([OH:43])[CH2:40][CH2:41][CH3:42], predict the reaction product. The product is: [CH3:1][C:2]1[CH:6]=[C:5]([NH:7][C:8]2[CH:13]=[C:12]([N:32]3[CH2:33][C:39]([CH:40]4[CH2:42][CH2:41]4)([OH:43])[CH2:31]3)[N:11]=[C:10]([S:15][C:16]3[CH:21]=[CH:20][C:19]([NH:22][C:23]([CH:25]4[CH2:27][CH2:26]4)=[O:24])=[CH:18][C:17]=3[F:28])[N:9]=2)[NH:4][N:3]=1. (3) Given the reactants C([O:3][C:4](=[O:26])[CH2:5][CH:6]1[CH2:14][C:13]2[C:8](=[CH:9][CH:10]=[C:11]([C:15]3[CH:20]=[CH:19][C:18]([O:21][CH3:22])=[C:17]([CH2:23][CH3:24])[CH:16]=3)[CH:12]=2)[C:7]1=[O:25])C.[OH-].[Na+].C(Cl)Cl.Cl, predict the reaction product. The product is: [CH2:23]([C:17]1[CH:16]=[C:15]([C:11]2[CH:12]=[C:13]3[C:8](=[CH:9][CH:10]=2)[C:7](=[O:25])[CH:6]([CH2:5][C:4]([OH:26])=[O:3])[CH2:14]3)[CH:20]=[CH:19][C:18]=1[O:21][CH3:22])[CH3:24]. (4) The product is: [Cl:8][C:6]1[N:5]=[C:4]([N:9]2[CH2:14][CH2:13][O:12][CH2:11][CH2:10]2)[N:3]=[C:2]([N:18]2[C:19]3[CH:25]=[CH:24][CH:23]=[CH:22][C:20]=3[N:21]=[C:17]2[CH:16]([F:15])[F:26])[N:7]=1. Given the reactants Cl[C:2]1[N:7]=[C:6]([Cl:8])[N:5]=[C:4]([N:9]2[CH2:14][CH2:13][O:12][CH2:11][CH2:10]2)[N:3]=1.[F:15][CH:16]([F:26])[C:17]1[NH:18][C:19]2[CH:25]=[CH:24][CH:23]=[CH:22][C:20]=2[N:21]=1.C(=O)([O-])[O-].[K+].[K+].CN(C=O)C, predict the reaction product. (5) Given the reactants [H-].[Na+].[NH:3]1[CH:7]=[CH:6][CH:5]=[CH:4]1.[CH:8]([Si:11](Cl)([CH:15]([CH3:17])[CH3:16])[CH:12]([CH3:14])[CH3:13])([CH3:10])[CH3:9], predict the reaction product. The product is: [CH:8]([Si:11]([CH:15]([CH3:17])[CH3:16])([CH:12]([CH3:14])[CH3:13])[N:3]1[CH:7]=[CH:6][CH:5]=[CH:4]1)([CH3:10])[CH3:9].